Dataset: Reaction yield outcomes from USPTO patents with 853,638 reactions. Task: Predict the reaction yield, written as a fraction of the theoretical maximum amount of product (1.0 means a 100% yield; for example, 0.34 means a 34% yield). (1) The reactants are [CH:1]([N:4]1[C:8]([C:9]2[N:18]=[C:17]3[N:11]([CH2:12][CH2:13][O:14][C:15]4[CH:22]=[C:21]([CH2:23][OH:24])[CH:20]=[CH:19][C:16]=43)[CH:10]=2)=[N:7][CH:6]=[N:5]1)([CH3:3])[CH3:2].ClC(Cl)(Cl)[C:27]([N:29]=C=O)=[O:28].C(N(CC)CC)C. The catalyst is C1COCC1.O. The product is [C:27](=[O:28])([O:24][CH2:23][C:21]1[CH:20]=[CH:19][C:16]2[C:17]3[N:11]([CH:10]=[C:9]([C:8]4[N:4]([CH:1]([CH3:3])[CH3:2])[N:5]=[CH:6][N:7]=4)[N:18]=3)[CH2:12][CH2:13][O:14][C:15]=2[CH:22]=1)[NH2:29]. The yield is 0.830. (2) The reactants are [C:1]([O:5][C@@H:6]([C:11]1[C:40]([CH3:41])=[CH:39][C:38]2=[N:42][C:35]3=[CH:36][N:37]2[C:12]=1[N:13]1[CH2:48][CH2:47][C:16]([CH3:49])([O:17][CH2:18][CH2:19][CH2:20][CH2:21][C@H:22]([CH3:46])[O:23][C:24]2[CH:25]=[C:26]([CH3:45])[C:27]([F:44])=[CH:28][C:29]=2[C:30]2[CH:43]=[C:34]3[CH:33]=[CH:32][CH:31]=2)[CH2:15][CH2:14]1)[C:7]([O:9][CH3:10])=[O:8])([CH3:4])([CH3:3])[CH3:2].C1C(=O)N([Br:57])C(=O)C1. The catalyst is CC#N. The product is [Br:57][C:36]1[N:37]2[C:12]3[N:13]4[CH2:48][CH2:47][C:16]([CH3:49])([O:17][CH2:18][CH2:19][CH2:20][CH2:21][C@H:22]([CH3:46])[O:23][C:24]5[CH:25]=[C:26]([CH3:45])[C:27]([F:44])=[CH:28][C:29]=5[C:30]5[CH:43]=[C:34]([C:35]=1[N:42]=[C:38]2[CH:39]=[C:40]([CH3:41])[C:11]=3[C@H:6]([O:5][C:1]([CH3:4])([CH3:2])[CH3:3])[C:7]([O:9][CH3:10])=[O:8])[CH:33]=[CH:32][CH:31]=5)[CH2:15][CH2:14]4. The yield is 0.720. (3) The yield is 0.520. The reactants are [CH3:1][O:2][C:3](=[O:48])[CH:4]([NH:28]C(C1C=CC=CC=1)(C1C=CC=CC=1)C1C=CC=CC=1)[CH2:5][O:6][C:7]1[CH:12]=[CH:11][C:10]([CH2:13][CH2:14][CH2:15][CH2:16][NH:17][C:18]([O:20][CH2:21][C:22]2[CH:27]=[CH:26][CH:25]=[CH:24][CH:23]=2)=[O:19])=[CH:9][CH:8]=1.FC(F)(F)C(O)=O.C(N(CC)CC)C.[C:71](O[C:71]([O:73][C:74]([CH3:77])([CH3:76])[CH3:75])=[O:72])([O:73][C:74]([CH3:77])([CH3:76])[CH3:75])=[O:72]. The product is [CH3:1][O:2][C:3](=[O:48])[CH:4]([NH:28][C:71]([O:73][C:74]([CH3:75])([CH3:76])[CH3:77])=[O:72])[CH2:5][O:6][C:7]1[CH:8]=[CH:9][C:10]([CH2:13][CH2:14][CH2:15][CH2:16][NH:17][C:18]([O:20][CH2:21][C:22]2[CH:23]=[CH:24][CH:25]=[CH:26][CH:27]=2)=[O:19])=[CH:11][CH:12]=1. The catalyst is ClCCl.O. (4) The catalyst is CS(C)=O.CO. The yield is 0.710. The reactants are [OH:1][C@H:2]1[CH2:6][N:5]([C:7]([O:9][C:10]([CH3:13])([CH3:12])[CH3:11])=[O:8])[C@H:4]([C:14]([OH:16])=[O:15])[CH2:3]1.[C:17](O[K])(C)(C)C.[Br:23][C:24]1[CH:33]=[C:32]2[C:27]([CH:28]=[CH:29][N:30]=[C:31]2Cl)=[CH:26][CH:25]=1.C[Si](C=[N+]=[N-])(C)C. The product is [Br:23][C:24]1[CH:33]=[C:32]2[C:27]([CH:28]=[CH:29][N:30]=[C:31]2[O:1][C@H:2]2[CH2:6][N:5]([C:7]([O:9][C:10]([CH3:11])([CH3:12])[CH3:13])=[O:8])[C@H:4]([C:14]([O:16][CH3:17])=[O:15])[CH2:3]2)=[CH:26][CH:25]=1. (5) The reactants are [CH:1]12[O:7][CH:6]1[CH2:5][CH2:4][N:3]([C:8]([O:10][C:11]([CH3:14])([CH3:13])[CH3:12])=[O:9])[CH2:2]2.[FH:15].F.F.C(N(CC)CC)C.C(=O)(O)[O-].[Na+].C(Cl)Cl. The catalyst is ClCCCl. The product is [F:15][C@@H:6]1[CH2:5][CH2:4][N:3]([C:8]([O:10][C:11]([CH3:14])([CH3:13])[CH3:12])=[O:9])[CH2:2][C@H:1]1[OH:7]. The yield is 0.580. (6) The reactants are IC.[F:3][C:4]1[C:12]([F:13])=[C:11](O)[CH:10]=[CH:9][C:5]=1[C:6]([OH:8])=[O:7].[C:15](=O)([O-])[O-].[Li+].[Li+].CN(C)[CH:23]=[O:24]. The catalyst is O. The product is [F:3][C:4]1[C:12]([F:13])=[C:11]([O:24][CH3:23])[CH:10]=[CH:9][C:5]=1[C:6]([O:8][CH3:15])=[O:7]. The yield is 0.880. (7) The reactants are Cl[C:2]1[N:7]=[C:6]([N:8]([CH3:10])[CH3:9])[C:5]([CH3:11])=[CH:4][N:3]=1.[C:12]([O:16][C:17](=[O:26])[NH:18][C@H:19]1[CH2:24][CH2:23][C@@H:22]([NH2:25])[CH2:21][CH2:20]1)([CH3:15])([CH3:14])[CH3:13].C([O-])(O)=O.[Na+]. The catalyst is C(O)CCC. The product is [C:12]([O:16][C:17](=[O:26])[NH:18][C@H:19]1[CH2:20][CH2:21][C@@H:22]([NH:25][C:2]2[N:7]=[C:6]([N:8]([CH3:10])[CH3:9])[C:5]([CH3:11])=[CH:4][N:3]=2)[CH2:23][CH2:24]1)([CH3:15])([CH3:13])[CH3:14]. The yield is 0.420.